This data is from hERG potassium channel inhibition data for cardiac toxicity prediction from Karim et al.. The task is: Regression/Classification. Given a drug SMILES string, predict its toxicity properties. Task type varies by dataset: regression for continuous values (e.g., LD50, hERG inhibition percentage) or binary classification for toxic/non-toxic outcomes (e.g., AMES mutagenicity, cardiotoxicity, hepatotoxicity). Dataset: herg_karim. (1) The compound is CC(c1ncccc1F)c1c(CCN(C)C)sc2ccccc12. The result is 1 (blocker). (2) The compound is N#Cc1ccc(CCN2CCN(CCc3ccc([N+](=O)[O-])cc3)CC2)cc1. The result is 1 (blocker). (3) The drug is Cc1ncoc1-c1nnc(SCCCN2CC3CCN(c4ccc(Cl)cc4Cl)C3C2)n1C. The result is 1 (blocker). (4) The molecule is Cc1onc(-c2c(Cl)cccc2Cl)c1NC(=O)OCc1c(F)cccc1Cl. The result is 0 (non-blocker). (5) The molecule is O=c1[nH]c2ccccc2n1C1CCN(C2CCOCC2)CC1. The result is 0 (non-blocker). (6) The drug is CN(CCN1CCN(c2cccc(Cl)c2)C1=O)C[C@]12CC[C@H](CC1)C2(C)C. The result is 1 (blocker). (7) The drug is Cc1cccc2c1N(C(=O)CSc1ncccc1Cl)CCC2. The result is 0 (non-blocker). (8) The drug is C=CCOC1CCC(N2CC(NC(=O)CNc3nn(C)c4ccc(C(F)(F)F)cc34)C2)CC1. The result is 1 (blocker). (9) The molecule is CNCC(C)CN1c2ccccc2Sc2ccc(C#N)cc21. The result is 1 (blocker). (10) The molecule is CN(C)C/C=C/C(=O)N1CCN(c2cnc3cc(C(F)(F)F)cc(NCc4cccc([N+](=O)[O-])c4)c3c2)CC1. The result is 0 (non-blocker).